From a dataset of Forward reaction prediction with 1.9M reactions from USPTO patents (1976-2016). Predict the product of the given reaction. (1) Given the reactants [F:1][C:2]([F:41])([F:40])[C:3]1[CH:4]=[C:5]([C@H:13]([O:15][C@H:16]2[CH2:20][CH2:19][C@@H:18]([CH2:21][N:22]3[CH2:27][CH2:26][CH2:25][C@@H:24]([C:28]([O:30]CC)=[O:29])[CH2:23]3)[C@@H:17]2[C:33]2[CH:38]=[CH:37][C:36]([F:39])=[CH:35][CH:34]=2)[CH3:14])[CH:6]=[C:7]([C:9]([F:12])([F:11])[F:10])[CH:8]=1.[OH-].[Na+], predict the reaction product. The product is: [F:12][C:9]([F:10])([F:11])[C:7]1[CH:6]=[C:5]([C@H:13]([O:15][C@H:16]2[CH2:20][CH2:19][C@@H:18]([CH2:21][N:22]3[CH2:27][CH2:26][CH2:25][C@@H:24]([C:28]([OH:30])=[O:29])[CH2:23]3)[C@@H:17]2[C:33]2[CH:38]=[CH:37][C:36]([F:39])=[CH:35][CH:34]=2)[CH3:14])[CH:4]=[C:3]([C:2]([F:41])([F:1])[F:40])[CH:8]=1. (2) Given the reactants [C:1]1([C:23]2[CH:28]=[CH:27][CH:26]=[CH:25][CH:24]=2)[CH:6]=[CH:5][C:4]([CH2:7][C@@H:8]([NH:15][C:16]([O:18][C:19]([CH3:22])([CH3:21])[CH3:20])=[O:17])[CH2:9][C:10](=[CH2:14])[C:11]([OH:13])=[O:12])=[CH:3][CH:2]=1.[C:29](=O)([O-])[O-].CI.C(OC(C)C)(=O)C, predict the reaction product. The product is: [CH3:29][O:12][C:11](=[O:13])[C:10](=[CH2:14])[CH2:9][C@H:8]([NH:15][C:16]([O:18][C:19]([CH3:22])([CH3:21])[CH3:20])=[O:17])[CH2:7][C:4]1[CH:3]=[CH:2][C:1]([C:23]2[CH:24]=[CH:25][CH:26]=[CH:27][CH:28]=2)=[CH:6][CH:5]=1.[C:1]1([C:23]2[CH:24]=[CH:25][CH:26]=[CH:27][CH:28]=2)[CH:2]=[CH:3][C:4]([CH2:7][C@@H:8]([NH:15][C:16]([O:18][C:19]([CH3:22])([CH3:21])[CH3:20])=[O:17])[CH2:9][C:10](=[CH2:14])[C:11]([OH:13])=[O:12])=[CH:5][CH:6]=1. (3) Given the reactants C([O:3][C:4](=[O:32])[CH2:5][O:6][C:7]1[CH:12]=[C:11]([F:13])[C:10]([N:14]2[CH2:19][CH2:18][O:17][CH2:16][CH2:15]2)=[CH:9][C:8]=1[C:20](=[O:31])[NH:21][CH2:22][C:23]1[CH:28]=[CH:27][C:26]([Br:29])=[CH:25][C:24]=1[F:30])C.[OH-].[Na+], predict the reaction product. The product is: [Br:29][C:26]1[CH:27]=[CH:28][C:23]([CH2:22][NH:21][C:20]([C:8]2[CH:9]=[C:10]([N:14]3[CH2:19][CH2:18][O:17][CH2:16][CH2:15]3)[C:11]([F:13])=[CH:12][C:7]=2[O:6][CH2:5][C:4]([OH:32])=[O:3])=[O:31])=[C:24]([F:30])[CH:25]=1. (4) Given the reactants [Cl:1][C:2]1[S:6][C:5]([C:7]([OH:9])=O)=[CH:4][C:3]=1[C:10]1[N:14]([CH3:15])[N:13]=[CH:12][C:11]=1[Cl:16].C(N(CC)C(C)C)(C)C.[NH2:26][C@@H:27]([CH2:40][CH:41]1[CH2:46][CH2:45][CH2:44][CH2:43][CH2:42]1)[CH2:28][N:29]1[C:37](=[O:38])[C:36]2[C:31](=[CH:32][CH:33]=[CH:34][CH:35]=2)[C:30]1=[O:39].CC(OC(N[C@H](C(O)=O)CC1C=CC=CC=1C(F)(F)F)=O)(C)C.F[P-](F)(F)(F)(F)F.Br[P+](N1CCCC1)(N1CCCC1)N1CCCC1, predict the reaction product. The product is: [Cl:1][C:2]1[S:6][C:5]([C:7]([NH:26][C@H:27]([CH2:28][N:29]2[C:37](=[O:38])[C:36]3[C:31](=[CH:32][CH:33]=[CH:34][CH:35]=3)[C:30]2=[O:39])[CH2:40][CH:41]2[CH2:46][CH2:45][CH2:44][CH2:43][CH2:42]2)=[O:9])=[CH:4][C:3]=1[C:10]1[N:14]([CH3:15])[N:13]=[CH:12][C:11]=1[Cl:16]. (5) Given the reactants [C:1]1([C:7](Cl)([C:14]2[CH:19]=[CH:18][CH:17]=[CH:16][CH:15]=2)[C:8]2[CH:13]=[CH:12][CH:11]=[CH:10][CH:9]=2)[CH:6]=[CH:5][CH:4]=[CH:3][CH:2]=1.[CH3:21][C:22]1[NH:23][CH:24]=[CH:25][N:26]=1.C(N(CC)CC)C.O, predict the reaction product. The product is: [CH3:21][C:22]1[N:23]([C:7]([C:14]2[CH:19]=[CH:18][CH:17]=[CH:16][CH:15]=2)([C:8]2[CH:13]=[CH:12][CH:11]=[CH:10][CH:9]=2)[C:1]2[CH:6]=[CH:5][CH:4]=[CH:3][CH:2]=2)[CH:24]=[CH:25][N:26]=1. (6) Given the reactants C[N+]1([O-])CCOCC1.[Si:9]([O:26][CH2:27][C:28]1[C:29]([N:44]2[CH2:49][C@H:48]([CH3:50])[O:47][C@H:46]([CH3:51])[CH2:45]2)=[C:30]([F:43])[C:31]([F:42])=[C:32]([CH:34]([C:36]2[CH:41]=[CH:40][CH:39]=[CH:38][CH:37]=2)[OH:35])[CH:33]=1)([C:22]([CH3:25])([CH3:24])[CH3:23])([C:16]1[CH:21]=[CH:20][CH:19]=[CH:18][CH:17]=1)[C:10]1[CH:15]=[CH:14][CH:13]=[CH:12][CH:11]=1, predict the reaction product. The product is: [Si:9]([O:26][CH2:27][C:28]1[C:29]([N:44]2[CH2:45][C@H:46]([CH3:51])[O:47][C@H:48]([CH3:50])[CH2:49]2)=[C:30]([F:43])[C:31]([F:42])=[C:32]([C:34]([C:36]2[CH:37]=[CH:38][CH:39]=[CH:40][CH:41]=2)=[O:35])[CH:33]=1)([C:22]([CH3:24])([CH3:23])[CH3:25])([C:16]1[CH:21]=[CH:20][CH:19]=[CH:18][CH:17]=1)[C:10]1[CH:15]=[CH:14][CH:13]=[CH:12][CH:11]=1. (7) The product is: [Cl:20][C:5]1[C:6]([NH:8][C@@H:9]2[CH2:14][CH2:13][CH2:12][CH2:11][C@H:10]2[NH:15][S:16]([CH3:19])(=[O:18])=[O:17])=[N:7][C:2]([NH:34][C:31]2[CH:32]=[CH:33][C:26]3[CH2:25][CH2:24][N:23]([CH2:21][CH3:22])[CH2:29][CH2:28][C:27]=3[CH:30]=2)=[N:3][CH:4]=1. Given the reactants Cl[C:2]1[N:7]=[C:6]([NH:8][C@@H:9]2[CH2:14][CH2:13][CH2:12][CH2:11][C@H:10]2[NH:15][S:16]([CH3:19])(=[O:18])=[O:17])[C:5]([Cl:20])=[CH:4][N:3]=1.[CH2:21]([N:23]1[CH2:29][CH2:28][C:27]2[CH:30]=[C:31]([NH2:34])[CH:32]=[CH:33][C:26]=2[CH2:25][CH2:24]1)[CH3:22].Cl.C(=O)([O-])[O-], predict the reaction product.